Dataset: Catalyst prediction with 721,799 reactions and 888 catalyst types from USPTO. Task: Predict which catalyst facilitates the given reaction. (1) Reactant: [C:1]1([CH2:7][CH2:8][N:9]2[CH2:14][CH2:13][C:12]3([CH2:23][C:22](=[O:24])[C:21]4[C:16](=[CH:17][CH:18]=[C:19](/[CH:25]=[CH:26]/[C:27](O)=[O:28])[CH:20]=4)[O:15]3)[CH2:11][CH2:10]2)[CH:6]=[CH:5][CH:4]=[CH:3][CH:2]=1.[NH2:30][O:31][CH:32]1[CH2:37][CH2:36][CH2:35][CH2:34][O:33]1. Product: [C:1]1([CH2:7][CH2:8][N:9]2[CH2:14][CH2:13][C:12]3([CH2:23][C:22](=[O:24])[C:21]4[C:16](=[CH:17][CH:18]=[C:19](/[CH:25]=[CH:26]/[C:27]([NH:30][O:31][CH:32]5[CH2:37][CH2:36][CH2:35][CH2:34][O:33]5)=[O:28])[CH:20]=4)[O:15]3)[CH2:11][CH2:10]2)[CH:6]=[CH:5][CH:4]=[CH:3][CH:2]=1. The catalyst class is: 2. (2) Reactant: [CH:1]1([O:4][C:5]2[CH:13]=[C:12]([S:14][CH3:15])[C:8]([C:9]([OH:11])=O)=[C:7]([S:16][CH3:17])[CH:6]=2)[CH2:3][CH2:2]1.[CH3:18][C:19]([CH:34]1[CH2:39][CH2:38][NH:37][CH2:36][CH2:35]1)([S:21]([C:24]1[CH:29]=[CH:28][CH:27]=[C:26]([C:30]([F:33])([F:32])[F:31])[CH:25]=1)(=[O:23])=[O:22])[CH3:20].CN([P+](ON1N=NC2C=CC=CC1=2)(N(C)C)N(C)C)C.F[P-](F)(F)(F)(F)F.C(N(C(C)C)CC)(C)C. Product: [CH:1]1([O:4][C:5]2[CH:6]=[C:7]([S:16][CH3:17])[C:8]([C:9]([N:37]3[CH2:38][CH2:39][CH:34]([C:19]([CH3:20])([S:21]([C:24]4[CH:29]=[CH:28][CH:27]=[C:26]([C:30]([F:33])([F:31])[F:32])[CH:25]=4)(=[O:22])=[O:23])[CH3:18])[CH2:35][CH2:36]3)=[O:11])=[C:12]([S:14][CH3:15])[CH:13]=2)[CH2:2][CH2:3]1. The catalyst class is: 434. (3) Reactant: [NH2:1][C:2]1[CH:7]=[CH:6][C:5]([C:8]2[C:13]([C:14]([N:16]3[CH2:20][CH2:19][CH2:18][CH2:17]3)=[O:15])=[CH:12][CH:11]=[CH:10][C:9]=2[CH3:21])=[CH:4][C:3]=1[CH:22]=O.[OH-].[K+].[C:26]1([CH2:31][C:32]#[N:33])[CH2:30][CH2:29][CH2:28][CH:27]=1. Product: [NH2:33][C:32]1[C:31]([C:26]2[CH2:30][CH2:29][CH2:28][CH:27]=2)=[CH:22][C:3]2[C:2](=[CH:7][CH:6]=[C:5]([C:8]3[C:9]([CH3:21])=[CH:10][CH:11]=[CH:12][C:13]=3[C:14]([N:16]3[CH2:20][CH2:19][CH2:18][CH2:17]3)=[O:15])[CH:4]=2)[N:1]=1. The catalyst class is: 16. (4) Reactant: [CH3:1][C:2]1[CH:10]=[CH:9][C:5]([C:6](O)=[O:7])=[CH:4][C:3]=1[B:11]1[O:15][C:14]([CH3:17])([CH3:16])[C:13]([CH3:19])([CH3:18])[O:12]1.CCN(C(C)C)C(C)C.CN(C(ON1N=NC2C=CC=NC1=2)=[N+](C)C)C.F[P-](F)(F)(F)(F)F.[NH2:53][C:54]1[S:55][CH:56]=[CH:57][N:58]=1. Product: [CH3:1][C:2]1[CH:10]=[CH:9][C:5]([C:6]([NH:53][C:54]2[S:55][CH:56]=[CH:57][N:58]=2)=[O:7])=[CH:4][C:3]=1[B:11]1[O:12][C:13]([CH3:19])([CH3:18])[C:14]([CH3:17])([CH3:16])[O:15]1. The catalyst class is: 3. (5) Product: [CH:1]([O:4][C:5]1[CH:10]=[CH:9][C:8]([C:11]([N:13]2[CH2:14][CH2:15][C:16]3([CH:27]([O:28][CH3:29])[CH:26]([O:30][CH:31]([CH3:33])[CH3:32])[C:25]4[C:20](=[CH:21][CH:22]=[CH:23][CH:24]=4)[O:19]3)[CH2:17][CH2:18]2)=[O:12])=[CH:7][C:6]=1[O:34][CH3:35])([CH3:3])[CH3:2]. Reactant: [CH:1]([O:4][C:5]1[CH:10]=[CH:9][C:8]([C:11]([N:13]2[CH2:18][CH2:17][C:16]3([C@@H:27]([O:28][CH3:29])[C@H:26]([O:30][CH:31]([CH3:33])[CH3:32])[C:25]4[C:20](=[CH:21][CH:22]=[CH:23][CH:24]=4)[O:19]3)[CH2:15][CH2:14]2)=[O:12])=[CH:7][C:6]=1[O:34][CH3:35])([CH3:3])[CH3:2].[H-].[Na+].CI. The catalyst class is: 3. (6) Reactant: CCN(C(C)C)C(C)C.[F:10][C:11]1[CH:12]=[C:13]([CH:17]=[CH:18][C:19]=1[F:20])[C:14]([OH:16])=O.CN(C(ON1N=NC2C=CC=CC1=2)=[N+](C)C)C.[B-](F)(F)(F)F.[CH3:43][C@@H:44]([CH2:54][CH3:55])[C@H:45]([NH:52][CH3:53])[CH2:46][N:47]1[CH2:50][CH:49]([OH:51])[CH2:48]1. Product: [F:10][C:11]1[CH:12]=[C:13]([CH:17]=[CH:18][C:19]=1[F:20])[C:14]([N:52]([C@@H:45]([C@@H:44]([CH3:43])[CH2:54][CH3:55])[CH2:46][N:47]1[CH2:48][CH:49]([OH:51])[CH2:50]1)[CH3:53])=[O:16]. The catalyst class is: 2.